From a dataset of Reaction yield outcomes from USPTO patents with 853,638 reactions. Predict the reaction yield, written as a fraction of the theoretical maximum amount of product (1.0 means a 100% yield; for example, 0.34 means a 34% yield). (1) The reactants are I[C:2]1[CH:11]=[N:10][C:5]2[NH:6][CH2:7][CH2:8][NH:9][C:4]=2[CH:3]=1.[CH3:12][N:13]1[CH2:18][CH2:17][N:16]([C:19]2[CH:24]=[CH:23][C:22](B3OC(C)(C)C(C)(C)O3)=[CH:21][N:20]=2)[CH2:15][CH2:14]1. No catalyst specified. The product is [CH3:12][N:13]1[CH2:14][CH2:15][N:16]([C:19]2[N:20]=[CH:21][C:22]([C:2]3[CH:11]=[N:10][C:5]4[NH:6][CH2:7][CH2:8][NH:9][C:4]=4[CH:3]=3)=[CH:23][CH:24]=2)[CH2:17][CH2:18]1. The yield is 0.200. (2) The reactants are [N+:1]([C:4]1[CH:13]=[C:12]2[C:7]([CH2:8][CH2:9][CH2:10][C:11]2=[O:14])=[CH:6][CH:5]=1)([O-:3])=[O:2].[BH4-].[Na+]. The catalyst is CO. The product is [N+:1]([C:4]1[CH:13]=[C:12]2[C:7]([CH2:8][CH2:9][CH2:10][CH:11]2[OH:14])=[CH:6][CH:5]=1)([O-:3])=[O:2]. The yield is 0.800.